From a dataset of Forward reaction prediction with 1.9M reactions from USPTO patents (1976-2016). Predict the product of the given reaction. (1) Given the reactants [CH3:1][C:2]1[C:3]([O:25][CH:26]([CH3:28])[CH3:27])=[CH:4][C:5]2[NH:9][C:8](=[O:10])[N:7]([CH:11]3[CH2:16][CH2:15][N:14](C(OC(C)(C)C)=O)[CH2:13][CH2:12]3)[C:6]=2[CH:24]=1.FC(F)(F)C(O)=O, predict the reaction product. The product is: [CH3:1][C:2]1[C:3]([O:25][CH:26]([CH3:28])[CH3:27])=[CH:4][C:5]2[NH:9][C:8](=[O:10])[N:7]([CH:11]3[CH2:12][CH2:13][NH:14][CH2:15][CH2:16]3)[C:6]=2[CH:24]=1. (2) Given the reactants [Br:1][C:2]1[CH:3]=[CH:4][C:5]([O:10][CH3:11])=[C:6]([CH:9]=1)[CH2:7][OH:8].N1C=CN=C1.[Si:17](Cl)([C:20]([CH3:23])([CH3:22])[CH3:21])([CH3:19])[CH3:18], predict the reaction product. The product is: [Br:1][C:2]1[CH:3]=[CH:4][C:5]([O:10][CH3:11])=[C:6]([CH:9]=1)[CH2:7][O:8][Si:17]([C:20]([CH3:23])([CH3:22])[CH3:21])([CH3:19])[CH3:18]. (3) Given the reactants C(NC(=O)[O-])(C)(C)C.[CH2:9]1[NH:13][CH2:12][CH:11]2[C:14]3[CH:15]=[CH:16][CH:17]=[CH:18][C:19]=3[CH2:20][CH:10]12, predict the reaction product. The product is: [CH2:9]1[NH:13][CH2:12][CH:11]2[C:14]3[CH:15]=[CH:16][CH:17]=[CH:18][C:19]=3[CH2:20][CH:10]12. (4) Given the reactants C(=O)([O-])[O-].[K+].[K+].[Cl:7][C:8]1[CH:16]=[CH:15][C:14]([OH:17])=[CH:13][C:9]=1[C:10]([NH2:12])=[O:11].CS(O[CH:23]1[CH2:28][CH2:27][N:26]([C:29]([O:31][C:32]([CH3:35])([CH3:34])[CH3:33])=[O:30])[CH2:25][CH2:24]1)(=O)=O, predict the reaction product. The product is: [C:10]([C:9]1[CH:13]=[C:14]([CH:15]=[CH:16][C:8]=1[Cl:7])[O:17][CH:23]1[CH2:28][CH2:27][N:26]([C:29]([O:31][C:32]([CH3:35])([CH3:34])[CH3:33])=[O:30])[CH2:25][CH2:24]1)(=[O:11])[NH2:12]. (5) Given the reactants [CH:1]1([CH2:6][CH:7]([C:18]2[NH:28][C:21]3=[N:22][CH:23]=[C:24]([CH2:26]O)[CH:25]=[C:20]3[CH:19]=2)[C:8]2[CH:13]=[CH:12][C:11]([S:14]([CH3:17])(=[O:16])=[O:15])=[CH:10][CH:9]=2)[CH2:5][CH2:4][CH2:3][CH2:2]1.S(Cl)([Cl:31])=O, predict the reaction product. The product is: [Cl:31][CH2:26][C:24]1[CH:25]=[C:20]2[CH:19]=[C:18]([CH:7]([C:8]3[CH:13]=[CH:12][C:11]([S:14]([CH3:17])(=[O:16])=[O:15])=[CH:10][CH:9]=3)[CH2:6][CH:1]3[CH2:5][CH2:4][CH2:3][CH2:2]3)[NH:28][C:21]2=[N:22][CH:23]=1.